This data is from Forward reaction prediction with 1.9M reactions from USPTO patents (1976-2016). The task is: Predict the product of the given reaction. (1) Given the reactants [CH3:1][CH2:2][C@@H:3]([C:5]([O:7][C@@H:8]1[C@@H:13]2[C@@H:14]([CH2:19][CH2:20][C@@H:21]([OH:29])[CH2:22][C@@H:23]([OH:28])[CH2:24][C:25]([OH:27])=[O:26])[C@@H:15]([CH3:18])[CH:16]=[CH:17][C:12]2=[CH:11][C@@H:10]([OH:30])[CH2:9]1)=[O:6])[CH3:4].C(NCC1C=CC=CC=1)C1C=CC=CC=1.C(NCC1C=CC=CC=1)C1C=CC=CC=1.C(OCC(C)C)(=O)C.O.[OH-].[Na+], predict the reaction product. The product is: [CH3:1][CH2:2][C@@H:3]([C:5]([O:7][C@@H:8]1[C@@H:13]2[C@@H:14]([CH2:19][CH2:20][C@@H:21]([OH:29])[CH2:22][C@@H:23]([OH:28])[CH2:24][C:25]([OH:27])=[O:26])[C@@H:15]([CH3:18])[CH:16]=[CH:17][C:12]2=[CH:11][C@@H:10]([OH:30])[CH2:9]1)=[O:6])[CH3:4]. (2) Given the reactants [C:1]([O:4][C@H:5]1[CH2:9][C@H:8]([N:10]2[C:14]3[N:15]=[CH:16][N:17]=[C:18]([NH:19][C@@H:20]4[C:28]5[C:23](=[CH:24][CH:25]=[CH:26][CH:27]=5)[CH2:22][CH2:21]4)[C:13]=3[CH:12]=[CH:11]2)[CH2:7][C@H:6]1[CH2:29][O:30][Si](C(C)(C)C)(C)C)(=[O:3])[CH3:2].N1C=CC=CC=1.F.N1C=CC=CC=1.C(=O)(O)[O-].[Na+], predict the reaction product. The product is: [C:1]([O:4][C@H:5]1[CH2:9][C@H:8]([N:10]2[C:14]3[N:15]=[CH:16][N:17]=[C:18]([NH:19][C@@H:20]4[C:28]5[C:23](=[CH:24][CH:25]=[CH:26][CH:27]=5)[CH2:22][CH2:21]4)[C:13]=3[CH:12]=[CH:11]2)[CH2:7][C@H:6]1[CH2:29][OH:30])(=[O:3])[CH3:2]. (3) Given the reactants CC1(C)C(C)(C)OB([C:9]2[C:17]3[C:12](=[CH:13][CH:14]=[C:15]([C:18]([O:20][CH3:21])=[O:19])[CH:16]=3)[N:11]([S:22]([C:25]3[CH:31]=[CH:30][C:28]([CH3:29])=[CH:27][CH:26]=3)(=[O:24])=[O:23])[CH:10]=2)O1.Cl[C:34]1[N:39]=[C:38]([CH:40]([CH3:42])[CH3:41])[CH:37]=[CH:36][N:35]=1.P([O-])([O-])([O-])=O.[K+].[K+].[K+].C1(P(C2CCCCC2)C2C=CC=CC=2C2C(C(C)C)=CC(C(C)C)=CC=2C(C)C)CCCCC1, predict the reaction product. The product is: [CH:40]([C:38]1[CH:37]=[CH:36][N:35]=[C:34]([C:9]2[C:17]3[C:12](=[CH:13][CH:14]=[C:15]([C:18]([O:20][CH3:21])=[O:19])[CH:16]=3)[N:11]([S:22]([C:25]3[CH:26]=[CH:27][C:28]([CH3:29])=[CH:30][CH:31]=3)(=[O:23])=[O:24])[CH:10]=2)[N:39]=1)([CH3:42])[CH3:41].